Dataset: Experimentally validated miRNA-target interactions with 360,000+ pairs, plus equal number of negative samples. Task: Binary Classification. Given a miRNA mature sequence and a target amino acid sequence, predict their likelihood of interaction. (1) The miRNA is hsa-miR-4690-5p with sequence GAGCAGGCGAGGCUGGGCUGAA. The protein sequence of the target gene is MSGEDGPAAGPGAAAAAAAARERRQEQLRQWGARAGADPGPGERRARTVRFERAAEFLAACAGGDLDEARLMLRAADPGPGSGAASDPAVPPPARAVLDSTNADGISALHQACIDENLEVVRFLVEQGATVNQADNEGWTPLHVAASCGYLDIARYLLSHGANIAAVNSDGDLPLDLAESDAMEGLLKAEITRRGVDVEAAKRAEEELLLHDTRCWLNGGAMPEARHPRTGASALHVAAAKGYIEVMRLLLQAGYDTELRDGDGWTPLHAAAHWGVEDACRLLAEHGGGMDSLTHAGQRP.... Result: 0 (no interaction). (2) The miRNA is hsa-miR-1-3p with sequence UGGAAUGUAAAGAAGUAUGUAU. The protein sequence of the target gene is MTDGDYDYLIKLLALGDSGVGKTTFLYRYTDNKFNPKFITTVGIDFREKRVVYNAQGPNGSSGKAFKVHLQLWDTAGQERFRSLTTAFFRDAMGFLLMFDLTSQQSFLNVRNWMSQLQANAYCENPDIVLIGNKADLPDQREVNERQARELADKYGIPYFETSAATGQNVEKAVETLLDLIMKRMEQCVEKTQIPDTVNGGNSGNLDGEKPPEKKCIC. Result: 1 (interaction). (3) The miRNA is hsa-miR-2110 with sequence UUGGGGAAACGGCCGCUGAGUG. The protein sequence of the target gene is MFSLPRGFEPPAPEDLGRQSSAELRERLRRQERLLRNEKFICKLPDKGKKISDTVAKLKAAISEREEVRGRSELFHPVSVDCKLRQKATTRADTDVDKAQSSDLMLDTSSLDPDCSSIDIKSSKSTSETQGPTHLTHRGNEETLEAGYTVNSSPAAHIRARAPSSEVKEHLPQHSVSSQEEEISSSIDSLFITKLQKITIADQSEPSEENTSTENFPELQSETPKKPHYMKVLEMRARNPVPPPHKFKTNVLPTQQSDSPSHCQRGQSPASSEEQRRRARQHLDDITAARLLPLHHLPAQ.... Result: 0 (no interaction). (4) The miRNA is hsa-miR-561-3p with sequence CAAAGUUUAAGAUCCUUGAAGU. The protein sequence of the target gene is MAIRKKSNKNPPLLSHEFLLQNHADIVSCLAMLFLLGLMFEVTAKGAIIFVALQYNVTRPATEEQATESASLYHYGIKDLATVLFYMLVAIIIHAIIQEYVLDKINRRMHFSKTKHSKFNESGQLSAFYLFACVWGTFILISENYISDPTILWRAYPHNLMTFQTKFFYISQLAYWLHAFPELYFQKTKKEDIPRQLVYIGLYLFHIAGAYLLNLNHLGLVLLVLHYFVEFLFHISRLFYFSDEKYQKGFSLWAVLFVLGRLLTLILSVLTVGFGLARAENQKLDFSTGNFNVLAVRIAV.... Result: 0 (no interaction). (5) The protein sequence of the target gene is MDSVAFEDVSVSFSQEEWALLAPSQKKLYRDVMQETFKNLASIGEKWEDPNVEDQHKNQGRNLRSHTGERLCEGKEGSQCAENFSPNLSVTKKTAGVKPYECTICGKAFMRLSSLTRHMRSHTGYELFEKPYKCKECEKAFSYLKSFQRHERSHTGEKPYKCKQCGKTFIYHQPFQRHERTHIGEKPYECKQCGKALSCSSSLRVHERIHTGEKPYECKQCGKAFSCSSSIRVHERTHTGEKPYACKECGKAFISHTSVLTHMITHNGDRPYKCKECGKAFIFPSFLRVHERIHTGEKPY.... The miRNA is hsa-miR-3925-3p with sequence ACUCCAGUUUUAGUUCUCUUG. Result: 1 (interaction). (6) Result: 0 (no interaction). The miRNA is rno-miR-203a-3p with sequence GUGAAAUGUUUAGGACCACUAG. The protein sequence of the target gene is MALVALVAGARLGRRLSGPGLGRGHWTAARRSRSRREAAEAEAEVPVVQYVGERAARADRVFVWGFSFSGALGVPSFVVPSSGPGPRAGARPRRRIQPVPYRLELDQKISSAACGYGFTLLSSKTADVTKVWGMGLNKDSQLGFHRSRKDKTRGYEYVLEPSPVSLPLDRPQETRVLQVSCGRAHSLVLTDREGVFSMGNNSYGQCGRKVVENEIYSESHRVHRMQDFDGQVVQVACGQDHSLFLTDKGEVYSCGWGADGQTGLGHYNITSSPTKLGGDLAGVNVIQVATYGDCCLAVSA.... (7) The miRNA is hsa-miR-219b-5p with sequence AGAUGUCCAGCCACAAUUCUCG. The protein sequence of the target gene is MDAKVVAVLALVLAALCISDGKPVSLSYRCPCRFFESHIARANVKHLKILNTPNCALQIVARLKNNNRQVCIDPKLKWIQEYLEKALNKRLKM. Result: 0 (no interaction). (8) Result: 0 (no interaction). The miRNA is hsa-miR-20a-5p with sequence UAAAGUGCUUAUAGUGCAGGUAG. The protein sequence of the target gene is MGESIPLAAPVPVEQAVLETFFSHLGIFSYDKAKDNVEKEREANKSAGGSWLSLLAALAHLAAAEKVYHSLTYLGQKLGGQSFFSRKDSIRTIYTSLHNELKKVVAGRGAPGGTAPHVEELLPHLSEQLCFFVQARMEIADFYEKMYALSTQKFINTEELVSTLDTILRKYSSRFHHPILSPLESSFQLEVGVLSHLLKAQAQISEWKFLPSLVTLHNAHTKLQSWGQTFEKQRETKKHLFGGQSQKAVQPPHLFLWLMKLKTMLLAKFSFYFHEALSRQTTASEMKALTAKANPDLFGK.... (9) The miRNA is rno-miR-200b-3p with sequence UAAUACUGCCUGGUAAUGAUGAC. The protein sequence of the target gene is MANAVGRRSWAALRLCAAVILLDLAVCKGFVEDLNESFKDNRKDDIWLVDFYAPWCGHCKKLEPIWNEVGLEMKSIGSPVKVGKMDATSYSSIASEFGVRGYPTIKLLKGDLAYNYRGPRTKDDIIEFAHRVSGALIRPLPSQQMFDHVRKRHRVFFVYIGGESPLKEKYIDAASELIVYTYFFSASEDVVPEYVTLKEMPAVLVFKDDTYFVYDEYEDGDLSSWISRERFQNYLTMDGFLLYELGDTGKLVAIAVIDEKNTSLEHTRLKSIIQEVARDFRDHFHRDFQFGHMDGNDYIN.... Result: 0 (no interaction).